Dataset: Full USPTO retrosynthesis dataset with 1.9M reactions from patents (1976-2016). Task: Predict the reactants needed to synthesize the given product. (1) Given the product [NH:1]1[C:9]2[C:4](=[CH:5][CH:6]=[CH:7][CH:8]=2)[C:3](/[CH:10]=[C:11]2\[O:12][C:13]3[C:20]([CH2:21][N:22]4[CH2:23][CH2:24][NH:25][CH2:26][CH2:27]4)=[C:19]([O:35][CH3:36])[C:18]([O:37][CH3:38])=[CH:17][C:14]=3[C:15]\2=[O:16])=[N:2]1, predict the reactants needed to synthesize it. The reactants are: [NH:1]1[C:9]2[C:4](=[CH:5][CH:6]=[CH:7][CH:8]=2)[C:3](/[CH:10]=[C:11]2\[O:12][C:13]3[C:20]([CH2:21][N:22]4[CH2:27][CH2:26][N:25](C(OC(C)(C)C)=O)[CH2:24][CH2:23]4)=[C:19]([O:35][CH3:36])[C:18]([O:37][CH3:38])=[CH:17][C:14]=3[C:15]\2=[O:16])=[N:2]1.Cl. (2) Given the product [CH3:1][O:2][C:3]1[CH:4]=[CH:5][C:6]([C:9]2[CH:10]=[C:11]([CH:14]=[O:15])[NH:12][N:13]=2)=[CH:7][CH:8]=1, predict the reactants needed to synthesize it. The reactants are: [CH3:1][O:2][C:3]1[CH:8]=[CH:7][C:6]([C:9]2[CH:10]=[C:11]([CH2:14][OH:15])[NH:12][N:13]=2)=[CH:5][CH:4]=1.